Dataset: Forward reaction prediction with 1.9M reactions from USPTO patents (1976-2016). Task: Predict the product of the given reaction. Given the reactants [C:1]([N:4]1[C:13]2[C:8](=[CH:9][C:10]([Br:14])=[CH:11][CH:12]=2)[CH2:7][CH2:6][CH:5]1[C:15]([N:17]1[CH2:20][CH:19]([N:21]2[CH2:26][CH2:25][N:24](C(=O)C(F)(F)F)[CH2:23][CH2:22]2)[CH2:18]1)=[O:16])(=[O:3])[CH3:2].C([O-])([O-])=O.[K+].[K+], predict the reaction product. The product is: [C:1]([N:4]1[C:13]2[C:8](=[CH:9][C:10]([Br:14])=[CH:11][CH:12]=2)[CH2:7][CH2:6][CH:5]1[C:15]([N:17]1[CH2:20][CH:19]([N:21]2[CH2:22][CH2:23][NH:24][CH2:25][CH2:26]2)[CH2:18]1)=[O:16])(=[O:3])[CH3:2].